Dataset: Catalyst prediction with 721,799 reactions and 888 catalyst types from USPTO. Task: Predict which catalyst facilitates the given reaction. Reactant: [NH2:1][C@H:2]1[CH2:10][O:9][CH2:8][C@H:7]([O:11][CH2:12][CH:13]([CH3:15])[CH3:14])[C@@H:6]([O:16][CH2:17][CH:18]([CH3:20])[CH3:19])[C@H:5]([CH3:21])[O:4][C:3]1=[O:22].[OH:23][C:24]1[C:25]([C:32](O)=[O:33])=[N:26][CH:27]=[CH:28][C:29]=1[O:30][CH3:31].CN(C(ON1N=NC2C=CC=NC1=2)=[N+](C)C)C.F[P-](F)(F)(F)(F)F.CN1CCOCC1. Product: [CH2:12]([O:11][C@@H:7]1[C@@H:6]([O:16][CH2:17][CH:18]([CH3:20])[CH3:19])[C@H:5]([CH3:21])[O:4][C:3](=[O:22])[C@@H:2]([NH:1][C:32](=[O:33])[C:25]2[C:24]([OH:23])=[C:29]([O:30][CH3:31])[CH:28]=[CH:27][N:26]=2)[CH2:10][O:9][CH2:8]1)[CH:13]([CH3:14])[CH3:15]. The catalyst class is: 2.